From a dataset of Catalyst prediction with 721,799 reactions and 888 catalyst types from USPTO. Predict which catalyst facilitates the given reaction. (1) Reactant: [CH3:1][O:2][C:3]1[C:8]([C:9]2[CH:14]=[C:13]([CH3:15])[C:12]([O:16][C:17]3[CH:22]=[CH:21][N:20]=[C:19]([C:23]4[CH:24]=[N:25][N:26]([CH3:28])[CH:27]=4)[CH:18]=3)=[CH:11][N:10]=2)=[CH:7][N:6]=[C:5](SC)[N:4]=1.C1C=C(Cl)C=C(C(OO)=O)C=1.[NH:42]1[CH2:46][CH2:45][CH2:44][CH2:43]1. Product: [CH3:1][O:2][C:3]1[C:8]([C:9]2[CH:14]=[C:13]([CH3:15])[C:12]([O:16][C:17]3[CH:22]=[CH:21][N:20]=[C:19]([C:23]4[CH:24]=[N:25][N:26]([CH3:28])[CH:27]=4)[CH:18]=3)=[CH:11][N:10]=2)=[CH:7][N:6]=[C:5]([N:42]2[CH2:46][CH2:45][CH2:44][CH2:43]2)[N:4]=1. The catalyst class is: 2. (2) Reactant: O[CH:2]([C:14]1[CH:19]=[CH:18][C:17]([S:20][CH3:21])=[CH:16][CH:15]=1)[CH2:3][N:4]([CH2:6][C:7]1[CH:8]=[C:9]([OH:13])[CH:10]=[CH:11][CH:12]=1)[CH3:5].[CH3:22][NH:23][CH2:24][CH:25]([C:27]1C=CC(SC)=CC=1)O.OC1[CH:37]=[C:38]([CH:41]=CC=1)C=O.C(O)(=O)C.[BH-](OC(C)=O)(OC(C)=O)OC(C)=O.[Na+]. Product: [CH:41]1([N:23]2[CH2:22][CH:25]([CH2:27][O:13][C:9]3[CH:8]=[C:7]4[C:12]([CH:2]([C:14]5[CH:19]=[CH:18][C:17]([S:20][CH3:21])=[CH:16][CH:15]=5)[CH2:3][N:4]([CH3:5])[CH2:6]4)=[CH:11][CH:10]=3)[CH2:24]2)[CH2:38][CH2:37]1. The catalyst class is: 1. (3) Reactant: [Br:1][C:2]1[CH:3]=[CH:4][C:5]([C:8]2([NH:12]S(C(C)(C)C)=O)[CH2:11][O:10][CH2:9]2)=[N:6][CH:7]=1.[ClH:19].O1CCOCC1. The catalyst class is: 5. Product: [Cl-:19].[Br:1][C:2]1[CH:3]=[CH:4][C:5]([C:8]2([NH3+:12])[CH2:11][O:10][CH2:9]2)=[N:6][CH:7]=1. (4) Reactant: [NH2:1][C:2]1[CH:3]=[CH:4][C:5]2[CH2:11][CH2:10][CH2:9][C:8](=[O:12])[NH:7][C:6]=2[CH:13]=1.Cl[C:15]1[N:20]=[C:19]([NH:21][C:22]2[CH:27]=[CH:26][CH:25]=[CH:24][C:23]=2[S:28]([N:31]2[CH2:35][CH2:34][CH2:33][CH2:32]2)(=[O:30])=[O:29])[C:18]([Cl:36])=[CH:17][N:16]=1.C12(CS(O)(=O)=O)C(C)(C)C(CC1)CC2=O.C(=O)(O)[O-].[Na+]. Product: [Cl:36][C:18]1[C:19]([NH:21][C:22]2[CH:27]=[CH:26][CH:25]=[CH:24][C:23]=2[S:28]([N:31]2[CH2:35][CH2:34][CH2:33][CH2:32]2)(=[O:30])=[O:29])=[N:20][C:15]([NH:1][C:2]2[CH:3]=[CH:4][C:5]3[CH2:11][CH2:10][CH2:9][C:8](=[O:12])[NH:7][C:6]=3[CH:13]=2)=[N:16][CH:17]=1. The catalyst class is: 252. (5) Reactant: [NH:1]1[CH:5]=[CH:4][C:3]([C:6]2[CH:11]=[CH:10][CH:9]=[CH:8][N:7]=2)=[N:2]1.[F:12][C:13]1[C:14](F)=[C:15]([CH:18]=[CH:19][CH:20]=1)[C:16]#[N:17].C(=O)([O-])[O-].[K+].[K+].CN(C=O)C. Product: [F:12][C:13]1[CH:14]=[C:15]([CH:18]=[C:19]([N:1]2[CH:5]=[CH:4][C:3]([C:6]3[CH:11]=[CH:10][CH:9]=[CH:8][N:7]=3)=[N:2]2)[CH:20]=1)[C:16]#[N:17]. The catalyst class is: 6. (6) Reactant: [F:1][CH:2]([F:32])[C:3]1[N:7]([C:8]2[N:13]=[C:12]([N:14]3[CH2:19][CH2:18][O:17][CH2:16][CH2:15]3)[N:11]=[C:10]([N:20]3[CH2:25][CH2:24][NH:23][CH2:22][CH2:21]3)[N:9]=2)[C:6]2[CH:26]=[CH:27][CH:28]=[C:29]([O:30][CH3:31])[C:5]=2[N:4]=1.[Cl:33][CH:34]([CH3:38])[C:35](Cl)=[O:36]. Product: [Cl:33][CH:34]([CH3:38])[C:35]([N:23]1[CH2:24][CH2:25][N:20]([C:10]2[N:11]=[C:12]([N:14]3[CH2:15][CH2:16][O:17][CH2:18][CH2:19]3)[N:13]=[C:8]([N:7]3[C:6]4[CH:26]=[CH:27][CH:28]=[C:29]([O:30][CH3:31])[C:5]=4[N:4]=[C:3]3[CH:2]([F:1])[F:32])[N:9]=2)[CH2:21][CH2:22]1)=[O:36]. The catalyst class is: 2. (7) Reactant: Cl[C:2]1[N:10]=[C:9]([C:11]2[NH:15][C:14](=[O:16])[O:13][N:12]=2)[N:8]=[C:7]2[C:3]=1[N:4]([CH2:17][C@H:18]1[CH2:23][CH2:22][C@H:21]([CH3:24])[CH2:20][CH2:19]1)[CH:5]=[N:6]2.[F:25][C:26]1([F:32])[CH2:31][CH2:30][CH2:29][NH:28][CH2:27]1. Product: [F:25][C:26]1([F:32])[CH2:31][CH2:30][CH2:29][N:28]([C:2]2[N:10]=[C:9]([C:11]3[NH:15][C:14](=[O:16])[O:13][N:12]=3)[N:8]=[C:7]3[C:3]=2[N:4]([CH2:17][C@H:18]2[CH2:23][CH2:22][C@H:21]([CH3:24])[CH2:20][CH2:19]2)[CH:5]=[N:6]3)[CH2:27]1. The catalyst class is: 16. (8) Reactant: C1C=CC(P(C2C=CC=CC=2)C2C=CC=CC=2)=CC=1.[C:20]([OH:23])(=[S:22])[CH3:21].[OH:24][CH2:25][CH2:26][P:27](=[O:34])([CH2:31][CH2:32]O)[CH2:28][CH2:29][OH:30].CC(OC(/N=N/C(OC(C)C)=O)=O)C.C([O-])([O-])=O.[Na+].[Na+]. Product: [C:20](=[O:23])([S:22][CH2:32][CH2:31][P:27]([CH2:28][CH2:29][OH:30])([CH2:26][CH2:25][OH:24])=[O:34])[CH3:21]. The catalyst class is: 49. (9) Reactant: [Br:1][C:2]1[CH:11]=[N:10][C:5]2=[N:6][CH:7]=[CH:8][N:9]=[C:4]2[C:3]=1[CH3:12].[BH4-].[Na+].FC(F)(F)C(O)=O.[OH-].[Na+]. Product: [Br:1][C:2]1[CH:11]=[N:10][C:5]2[NH:6][CH2:7][CH2:8][NH:9][C:4]=2[C:3]=1[CH3:12]. The catalyst class is: 20.